Task: Predict which catalyst facilitates the given reaction.. Dataset: Catalyst prediction with 721,799 reactions and 888 catalyst types from USPTO Reactant: [OH:1][C:2]1[CH:3]=[C:4]([CH:8]=[CH:9][C:10]=1[N+:11]([O-:13])=[O:12])[C:5](O)=[O:6].B(OC)(OC)OC.B(F)(F)F.CCOCC. Product: [OH:6][CH2:5][C:4]1[CH:8]=[CH:9][C:10]([N+:11]([O-:13])=[O:12])=[C:2]([OH:1])[CH:3]=1. The catalyst class is: 26.